From a dataset of Full USPTO retrosynthesis dataset with 1.9M reactions from patents (1976-2016). Predict the reactants needed to synthesize the given product. (1) Given the product [Cl:1][C:2]1[CH:7]=[CH:6][C:5]([CH:8]([CH2:24][CH3:25])[C:9]([NH:11][N:12]2[C:21](=[O:22])[C:20]3[C:15](=[CH:16][CH:17]=[CH:18][CH:19]=3)[N:14]=[C:13]2[S:23][CH:27]([CH3:29])[CH3:28])=[O:10])=[CH:4][CH:3]=1, predict the reactants needed to synthesize it. The reactants are: [Cl:1][C:2]1[CH:7]=[CH:6][C:5]([CH:8]([CH2:24][CH3:25])[C:9]([NH:11][N:12]2[C:21](=[O:22])[C:20]3[C:15](=[CH:16][CH:17]=[CH:18][CH:19]=3)[N:14]=[C:13]2[SH:23])=[O:10])=[CH:4][CH:3]=1.Br[CH:27]([CH3:29])[CH3:28].O.Cl. (2) Given the product [Br:1][C:2]1[CH:10]=[C:9]([Cl:11])[CH:8]=[CH:7][C:3]=1[CH2:4][OH:5], predict the reactants needed to synthesize it. The reactants are: [Br:1][C:2]1[CH:10]=[C:9]([Cl:11])[CH:8]=[CH:7][C:3]=1[C:4](O)=[O:5]. (3) Given the product [CH:1]1([C:6]2[C:7](=[O:33])[NH:8][C:29]([CH3:30])=[C:28]([C:25]3[CH:26]=[CH:27][C:22]([F:21])=[CH:23][CH:24]=3)[C:9]=2[C:10]2[CH:15]=[C:14]([O:16][CH3:17])[CH:13]=[C:12]([O:18][CH3:19])[CH:11]=2)[CH2:5][CH2:4][CH2:3][CH2:2]1, predict the reactants needed to synthesize it. The reactants are: [CH:1]1([CH:6]([C:9](=O)[C:10]2[CH:15]=[C:14]([O:16][CH3:17])[CH:13]=[C:12]([O:18][CH3:19])[CH:11]=2)[C:7]#[N:8])[CH2:5][CH2:4][CH2:3][CH2:2]1.[F:21][C:22]1[CH:27]=[CH:26][C:25]([CH2:28][C:29](=O)[CH3:30])=[CH:24][CH:23]=1.S(=O)(=O)(O)[OH:33].[OH-].[Na+]. (4) Given the product [CH3:16][O:15][C:14]1[C:13]2[C:8](=[CH:9][CH:10]=[C:11](/[CH:17]=[C:18]3/[C:19](=[O:33])[N:20]=[C:21]([NH:23][C@@H:24]4[CH2:26][C@H:25]4[C:27]4[CH:28]=[CH:29][CH:30]=[CH:31][CH:32]=4)[S:22]/3)[CH:12]=2)[N:7]=[CH:6][C:5]=1[C:3]([OH:4])=[O:2], predict the reactants needed to synthesize it. The reactants are: C[O:2][C:3]([C:5]1[CH:6]=[N:7][C:8]2[C:13]([C:14]=1[O:15][CH3:16])=[CH:12][C:11](/[CH:17]=[C:18]1/[C:19](=[O:33])[N:20]=[C:21]([NH:23][C@@H:24]3[CH2:26][C@H:25]3[C:27]3[CH:32]=[CH:31][CH:30]=[CH:29][CH:28]=3)[S:22]/1)=[CH:10][CH:9]=2)=[O:4].[OH-].[Na+]. (5) Given the product [CH2:4]([CH:6]([CH2:9][CH2:10][CH2:11][CH3:12])[CH2:7][C:1]#[N:2])[CH3:5], predict the reactants needed to synthesize it. The reactants are: [C-:1]#[N:2].[K+].[CH2:4]([CH:6]([CH2:9][CH2:10][CH2:11][CH3:12])[CH2:7]Br)[CH3:5]. (6) Given the product [CH3:14][C:11]1[CH:10]=[CH:9][C:8]([C:6]2[CH:7]=[C:2]([O:1][C:26]3[S:27][CH:28]=[CH:29][N:30]=3)[CH:3]=[C:4]([C:15]([O:17][CH3:18])=[O:16])[CH:5]=2)=[CH:13][CH:12]=1, predict the reactants needed to synthesize it. The reactants are: [OH:1][C:2]1[CH:3]=[C:4]([C:15]([O:17][CH3:18])=[O:16])[CH:5]=[C:6]([C:8]2[CH:13]=[CH:12][C:11]([CH3:14])=[CH:10][CH:9]=2)[CH:7]=1.C(=O)([O-])[O-].[K+].[K+].Br[C:26]1[S:27][CH:28]=[CH:29][N:30]=1.CS(C)=O. (7) Given the product [CH3:34][C:33]1[CH:32]=[C:31]([O:35][CH:36]2[CH2:41][CH2:40][CH2:39][CH2:38][O:37]2)[CH:30]=[C:29]([B:10]2[O:11][C:12]([CH3:17])([CH3:18])[C:13]([CH3:15])([CH3:16])[O:14]2)[C:28]=1[CH:26]=[O:27], predict the reactants needed to synthesize it. The reactants are: [B:10]1([B:10]2[O:14][C:13]([CH3:16])([CH3:15])[C:12]([CH3:18])([CH3:17])[O:11]2)[O:14][C:13]([CH3:16])([CH3:15])[C:12]([CH3:18])([CH3:17])[O:11]1.CC([O-])=O.[K+].N#N.[CH:26]([C:28]1[C:33]([CH3:34])=[CH:32][C:31]([O:35][CH:36]2[CH2:41][CH2:40][CH2:39][CH2:38][O:37]2)=[CH:30][C:29]=1OS(C(F)(F)F)(=O)=O)=[O:27]. (8) Given the product [CH3:51][O:52][C:53](=[O:65])[CH2:54][C:55]1[C:59]2[CH:60]=[CH:61][C:62]([O:19][CH2:18][CH2:17][C:3]3[N:4]=[C:5]([C:7]4[CH:8]=[CH:9][C:10]([C:13]([F:16])([F:15])[F:14])=[CH:11][CH:12]=4)[S:6][C:2]=3[CH3:1])=[CH:63][C:58]=2[O:57][CH:56]=1, predict the reactants needed to synthesize it. The reactants are: [CH3:1][C:2]1[S:6][C:5]([C:7]2[CH:12]=[CH:11][C:10]([C:13]([F:16])([F:15])[F:14])=[CH:9][CH:8]=2)=[N:4][C:3]=1[CH2:17][CH2:18][OH:19].C1CCN(C(N=NC(N2CCCCC2)=O)=O)CC1.C(P(CCCC)CCCC)CCC.[CH3:51][O:52][C:53](=[O:65])[CH2:54][C:55]1[C:59]2[CH:60]=[CH:61][C:62](O)=[CH:63][C:58]=2[O:57][CH:56]=1. (9) Given the product [N:21]1[CH:22]=[CH:23][C:18]([NH:17][CH2:16][CH:13]2[CH2:12][CH2:11][N:10]([C:8]([O:7][CH2:6][C:5]3[CH:4]=[CH:3][C:2]([CH3:1])=[CH:27][CH:26]=3)=[O:9])[CH2:15][CH2:14]2)=[N:19][CH:20]=1, predict the reactants needed to synthesize it. The reactants are: [CH3:1][C:2]1[CH:27]=[CH:26][C:5]([CH2:6][O:7][C:8]([N:10]2[CH2:15][CH2:14][CH:13]([CH2:16][NH:17][C:18]3[CH:23]=[CH:22][N:21]=[C:20](SC)[N:19]=3)[CH2:12][CH2:11]2)=[O:9])=[CH:4][CH:3]=1. (10) The reactants are: [C:1]([C:5]1[CH:10]=[CH:9][C:8]([N:11]2[C:19]3[C:14](=[CH:15][CH:16]=[CH:17][CH:18]=3)[C:13]([CH:20]=[O:21])=[C:12]2Cl)=[CH:7][CH:6]=1)([CH3:4])([CH3:3])[CH3:2].[CH3:23][N:24]([CH3:28])[CH2:25][CH2:26][NH2:27]. Given the product [C:1]([C:5]1[CH:10]=[CH:9][C:8]([N:11]2[C:19]3[C:14](=[CH:15][CH:16]=[CH:17][CH:18]=3)[C:13]([CH:20]=[O:21])=[C:12]2[NH:27][CH2:26][CH2:25][N:24]([CH3:28])[CH3:23])=[CH:7][CH:6]=1)([CH3:4])([CH3:3])[CH3:2], predict the reactants needed to synthesize it.